From a dataset of Reaction yield outcomes from USPTO patents with 853,638 reactions. Predict the reaction yield, written as a fraction of the theoretical maximum amount of product (1.0 means a 100% yield; for example, 0.34 means a 34% yield). The reactants are [CH3:1][O:2][C:3]([NH:5][C@@H:6]([CH:22]([CH3:24])[CH3:23])[C:7]([N:9]1[CH:13]([C:14]([OH:16])=O)[CH2:12][C:11]2([CH2:21][CH2:20][O:19][CH2:18][CH2:17]2)[CH2:10]1)=[O:8])=[O:4].CN(C(ON1N=NC2C=CC=NC1=2)=[N+](C)C)C.F[P-](F)(F)(F)(F)F.Cl.[NH2:50][CH2:51][C:52]([C:54]1[CH:59]=[CH:58][C:57]([Br:60])=[CH:56][CH:55]=1)=[O:53].CCN(C(C)C)C(C)C. The catalyst is CN(C=O)C.[Cl-].[Na+].O.C(Cl)Cl. The product is [Br:60][C:57]1[CH:56]=[CH:55][C:54]([C:52](=[O:53])[CH2:51][NH:50][C:14]([CH:13]2[CH2:12][C:11]3([CH2:21][CH2:20][O:19][CH2:18][CH2:17]3)[CH2:10][N:9]2[C:7](=[O:8])[C@@H:6]([NH:5][C:3](=[O:4])[O:2][CH3:1])[CH:22]([CH3:24])[CH3:23])=[O:16])=[CH:59][CH:58]=1. The yield is 0.636.